From a dataset of Forward reaction prediction with 1.9M reactions from USPTO patents (1976-2016). Predict the product of the given reaction. Given the reactants [S:1]1[CH:5]=[CH:4][C:3]2[C:6]([C:10]#[N:11])=[CH:7][CH2:8][CH2:9][C:2]1=2.ClC1C(=O)C(C#N)=C(C#N)C(=O)C=1Cl, predict the reaction product. The product is: [S:1]1[CH:5]=[CH:4][C:3]2[C:6]([C:10]#[N:11])=[CH:7][CH:8]=[CH:9][C:2]1=2.